From a dataset of Forward reaction prediction with 1.9M reactions from USPTO patents (1976-2016). Predict the product of the given reaction. (1) Given the reactants [Cl:1][C:2]1[C:7]([C:8]2[CH:13]=[CH:12][CH:11]=[CH:10][CH:9]=2)=[N:6][N:5]=[C:4]2[N:14]([CH2:23][C:24](O)=[O:25])[N:15]=[C:16]([C:17]3[CH:22]=[CH:21][CH:20]=[CH:19][CH:18]=3)[C:3]=12.ClC1C(C2C=CC=CC=2)=NN=C2N(CC(N3CCN(C)CC3)=O)N=C(C3C=CC=CC=3)C=12.[CH:59]([N:62]1[CH2:67][CH2:66][NH:65][CH2:64][CH2:63]1)([CH3:61])[CH3:60], predict the reaction product. The product is: [Cl:1][C:2]1[C:7]([C:8]2[CH:13]=[CH:12][CH:11]=[CH:10][CH:9]=2)=[N:6][N:5]=[C:4]2[N:14]([CH2:23][C:24]([N:65]3[CH2:66][CH2:67][N:62]([CH:59]([CH3:61])[CH3:60])[CH2:63][CH2:64]3)=[O:25])[N:15]=[C:16]([C:17]3[CH:22]=[CH:21][CH:20]=[CH:19][CH:18]=3)[C:3]=12. (2) The product is: [CH3:29][N:20]([C:14]1[CH:15]=[CH:16][CH:17]=[C:18]2[C:13]=1[NH:12][C:11]([C:9]1[S:10][CH:6]([CH2:5][C:4](=[O:30])[CH:33]=[CH2:34])[CH2:7][N:8]=1)=[CH:19]2)[S:21]([C:24]1[S:25][CH:26]=[CH:27][CH:28]=1)(=[O:22])=[O:23]. Given the reactants CON(C)[C:4](=[O:30])[CH2:5][CH:6]1[S:10][C:9]([C:11]2[NH:12][C:13]3[C:18]([CH:19]=2)=[CH:17][CH:16]=[CH:15][C:14]=3[N:20]([CH3:29])[S:21]([C:24]2[S:25][CH:26]=[CH:27][CH:28]=2)(=[O:23])=[O:22])=[N:8][CH2:7]1.O1CC[CH2:34][CH2:33]1.C([Mg]Br)=C.C(O)(=O)CC(CC(O)=O)(C(O)=O)O, predict the reaction product. (3) Given the reactants [Cl:1][C:2]1[C:3]([N:8]2[CH2:17][CH2:16][C:15]3[C:14]([NH:18][C:19]4[CH:27]=[C:26]5[C:22]([C:23]([CH3:32])([CH3:31])[CH2:24][N:25]5C(=O)C)=[CH:21][CH:20]=4)=[N:13][CH:12]=[N:11][C:10]=3[CH2:9]2)=[N:4][CH:5]=[CH:6][CH:7]=1.Cl, predict the reaction product. The product is: [Cl:1][C:2]1[C:3]([N:8]2[CH2:17][CH2:16][C:15]3[C:14]([NH:18][C:19]4[CH:27]=[C:26]5[C:22]([C:23]([CH3:32])([CH3:31])[CH2:24][NH:25]5)=[CH:21][CH:20]=4)=[N:13][CH:12]=[N:11][C:10]=3[CH2:9]2)=[N:4][CH:5]=[CH:6][CH:7]=1. (4) Given the reactants [F:1][C:2]1[CH:3]=[C:4]([CH2:9][C:10]([OH:12])=O)[CH:5]=[C:6]([F:8])[CH:7]=1.Cl.[NH2:14][C@H:15]([C:17]([C:19]1([NH2:42])[C:25](=[O:26])[N:24]([CH2:27][C:28]([CH3:31])([CH3:30])[CH3:29])[C:23]2[CH:32]=[CH:33][CH:34]=[CH:35][C:22]=2[N:21]([CH2:36][C:37]([CH3:40])([CH3:39])[CH3:38])[C:20]1=[O:41])=[O:18])[CH3:16], predict the reaction product. The product is: [F:8][C:6]1[CH:5]=[C:4]([CH2:9][C:10]([NH:14][C@H:15]([C:17]([C:19]2([NH2:42])[C:25](=[O:26])[N:24]([CH2:27][C:28]([CH3:31])([CH3:29])[CH3:30])[C:23]3[CH:32]=[CH:33][CH:34]=[CH:35][C:22]=3[N:21]([CH2:36][C:37]([CH3:40])([CH3:39])[CH3:38])[C:20]2=[O:41])=[O:18])[CH3:16])=[O:12])[CH:3]=[C:2]([F:1])[CH:7]=1.